Dataset: Reaction yield outcomes from USPTO patents with 853,638 reactions. Task: Predict the reaction yield, written as a fraction of the theoretical maximum amount of product (1.0 means a 100% yield; for example, 0.34 means a 34% yield). (1) The reactants are Cl.Cl.[CH3:3][C@H:4]1[CH2:9][NH:8][CH2:7][CH2:6][N:5]1[CH:10]1[C:18]2[C:13](=[CH:14][CH:15]=[C:16]([C:19]([F:22])([F:21])[F:20])[CH:17]=2)[CH2:12][CH2:11]1.O=[C:24]1[CH2:29][CH2:28][N:27]([C:30]([O:32][C:33]([CH3:36])([CH3:35])[CH3:34])=[O:31])[CH2:26][CH2:25]1.[C-:37]#[N:38].C([Al+]CC)C. The catalyst is ClCCl.CC(C)[O-].CC(C)[O-].CC(C)[O-].CC(C)[O-].[Ti+4]. The product is [C:37]([C:24]1([N:8]2[CH2:7][CH2:6][N:5]([CH:10]3[C:18]4[C:13](=[CH:14][CH:15]=[C:16]([C:19]([F:22])([F:20])[F:21])[CH:17]=4)[CH2:12][CH2:11]3)[C@@H:4]([CH3:3])[CH2:9]2)[CH2:29][CH2:28][N:27]([C:30]([O:32][C:33]([CH3:36])([CH3:35])[CH3:34])=[O:31])[CH2:26][CH2:25]1)#[N:38]. The yield is 0.980. (2) The reactants are [N+:1]([C:4]1[C:13]2[C:8](=[CH:9][CH:10]=[CH:11][CH:12]=2)[C:7]([O:14][CH:15]([C:17]2[CH:22]=[CH:21][N:20]=[C:19]([NH2:23])[CH:18]=2)[CH3:16])=[CH:6][CH:5]=1)([O-])=O.[H][H]. The catalyst is CO.CC(O)=O.[Pt]. The product is [NH2:1][C:4]1[C:13]2[C:8](=[CH:9][CH:10]=[CH:11][CH:12]=2)[C:7]([O:14][CH:15]([C:17]2[CH:22]=[CH:21][N:20]=[C:19]([NH2:23])[CH:18]=2)[CH3:16])=[CH:6][CH:5]=1. The yield is 0.990. (3) The reactants are Br[C:2]1[CH:7]=[CH:6][C:5]([Br:8])=[CH:4][N:3]=1.[NH2:9][C:10]1[CH:15]=[CH:14][CH:13]=[CH:12][CH:11]=1. No catalyst specified. The product is [C:10]1([NH:9][C:4]2[C:5]([Br:8])=[CH:6][CH:7]=[CH:2][N:3]=2)[CH:15]=[CH:14][CH:13]=[CH:12][CH:11]=1. The yield is 0.670. (4) The reactants are Br[C:2]1[CH:7]=[CH:6][C:5]([C:8](=[O:12])[C:9]#[C:10][CH3:11])=[CH:4][CH:3]=1.Br[C:14]1[CH:21]=[CH:20][C:17]([CH:18]=[O:19])=[CH:16][CH:15]=1.OCC1SC(B(O)O)=CC=1. No catalyst specified. The product is [C:8]([C:5]1[CH:6]=[CH:7][C:2]([C:14]2[CH:21]=[CH:20][C:17]([CH:18]=[O:19])=[CH:16][CH:15]=2)=[CH:3][CH:4]=1)(=[O:12])[C:9]#[C:10][CH3:11]. The yield is 0.580. (5) The reactants are C(Cl)Cl.[Cl:4][C:5]1[CH:10]=[CH:9][C:8]([S:11]([CH:14]([C:23]2[CH:28]=[C:27]([F:29])[CH:26]=[CH:25][C:24]=2[F:30])[C:15]2[C:20]([CH3:21])=[CH:19][N:18]=[C:17]([NH2:22])[CH:16]=2)(=[O:13])=[O:12])=[CH:7][CH:6]=1.N1C=CC=CC=1.[CH3:37][S:38](Cl)(=[O:40])=[O:39]. The catalyst is CCCCCC.C(OCC)(=O)C. The product is [Cl:4][C:5]1[CH:10]=[CH:9][C:8]([S:11]([CH:14]([C:23]2[CH:28]=[C:27]([F:29])[CH:26]=[CH:25][C:24]=2[F:30])[C:15]2[C:20]([CH3:21])=[CH:19][N:18]=[C:17]([NH:22][S:38]([CH3:37])(=[O:40])=[O:39])[CH:16]=2)(=[O:13])=[O:12])=[CH:7][CH:6]=1. The yield is 0.680.